This data is from Forward reaction prediction with 1.9M reactions from USPTO patents (1976-2016). The task is: Predict the product of the given reaction. (1) The product is: [CH2:1]([O:5][C:6]1[CH:11]=[CH:10][C:9]([S:13]([Cl:12])(=[O:15])=[O:14])=[CH:8][CH:7]=1)[CH2:2][CH2:3][CH3:4]. Given the reactants [CH2:1]([O:5][C:6]1[CH:11]=[CH:10][CH:9]=[CH:8][CH:7]=1)[CH2:2][CH2:3][CH3:4].[Cl:12][S:13](O)(=[O:15])=[O:14], predict the reaction product. (2) Given the reactants [CH3:1][C:2]1[CH:3]=[C:4]([C:8]([C:10]2[N:15]=[CH:14][CH:13]=[CH:12][N:11]=2)=O)[O:5][C:6]=1[CH3:7].[NH3:16], predict the reaction product. The product is: [CH3:1][C:2]1[CH:3]=[C:4]([OH:5])[C:8]([C:10]2[N:15]=[CH:14][CH:13]=[CH:12][N:11]=2)=[N:16][C:6]=1[CH3:7]. (3) The product is: [N:2]1([CH2:7][C:8]([N:20]2[C:21](=[O:22])[C@H:17]([CH2:16][C:15]3[CH:40]=[CH:41][C:12]([F:11])=[CH:13][CH:14]=3)[CH2:18][C@H:19]2[C:23]([NH:25][C:26]2[CH:31]=[CH:30][C:29]([O:32][C:33]3[CH:34]=[CH:35][C:36]([F:39])=[CH:37][CH:38]=3)=[CH:28][CH:27]=2)=[O:24])=[O:10])[CH:6]=[N:5][CH:4]=[N:3]1. Given the reactants Cl.[N:2]1([CH2:7][C:8]([OH:10])=O)[CH:6]=[N:5][CH:4]=[N:3]1.[F:11][C:12]1[CH:41]=[CH:40][C:15]([CH2:16][C@H:17]2[C:21](=[O:22])[NH:20][C@H:19]([C:23]([NH:25][C:26]3[CH:31]=[CH:30][C:29]([O:32][C:33]4[CH:38]=[CH:37][C:36]([F:39])=[CH:35][CH:34]=4)=[CH:28][CH:27]=3)=[O:24])[CH2:18]2)=[CH:14][CH:13]=1, predict the reaction product. (4) Given the reactants Cl[C:2]1[N:7]=[C:6]([NH:8][C:9]2[NH:13][N:12]=[C:11]([CH:14]3[CH2:16][CH2:15]3)[CH:10]=2)[CH:5]=[CH:4][N:3]=1.[O:17]1[CH2:22][CH2:21][CH2:20][CH2:19][CH:18]1[N:23]1[C:27]2[CH:28]=[CH:29][C:30]([CH2:32][NH2:33])=[CH:31][C:26]=2[N:25]=[CH:24]1.CCN(C(C)C)C(C)C, predict the reaction product. The product is: [CH:14]1([C:11]2[NH:12][N:13]=[C:9]([NH:8][C:6]3[CH:5]=[CH:4][N:3]=[C:2]([NH:33][CH2:32][C:30]4[CH:29]=[CH:28][C:27]5[N:23]([CH:18]6[CH2:19][CH2:20][CH2:21][CH2:22][O:17]6)[CH:24]=[N:25][C:26]=5[CH:31]=4)[N:7]=3)[CH:10]=2)[CH2:16][CH2:15]1. (5) Given the reactants [CH3:1][C:2]1[CH:3]=[C:4]([CH:8]=[C:9]([CH3:14])[C:10]=1[N+:11]([O-:13])=[O:12])[C:5]([OH:7])=O.C(N1C=CN=C1)(N1C=CN=C1)=O.[NH2:27][CH2:28][C:29]([CH3:32])([OH:31])[CH3:30], predict the reaction product. The product is: [N+:11]([C:10]1[C:9]([CH3:14])=[CH:8][C:4]([C:5]([NH:27][CH2:28][C:29]([OH:31])([CH3:32])[CH3:30])=[O:7])=[CH:3][C:2]=1[CH3:1])([O-:13])=[O:12]. (6) Given the reactants [C:1]([O:5][C:6](=[O:14])[NH:7][C:8]1[S:9][CH2:10][C:11](=[O:13])[N:12]=1)([CH3:4])([CH3:3])[CH3:2].N1C(C)=CC=CC=1C.[F:23][C:24]([F:37])([F:36])[S:25](O[S:25]([C:24]([F:37])([F:36])[F:23])(=[O:27])=[O:26])(=[O:27])=[O:26], predict the reaction product. The product is: [C:1]([O:5][C:6]([NH:7][C:8]1[S:9][CH:10]=[C:11]([O:13][S:25]([C:24]([F:37])([F:36])[F:23])(=[O:27])=[O:26])[N:12]=1)=[O:14])([CH3:4])([CH3:2])[CH3:3].